Dataset: Forward reaction prediction with 1.9M reactions from USPTO patents (1976-2016). Task: Predict the product of the given reaction. (1) Given the reactants [OH-].[K+].[CH3:3]C1C=CC(S(N(N=O)C)(=O)=O)=CC=1.C(O)CO.CCOCC.[NH:26]1[C:30]2[CH:31]=[C:32]([N:35]3[CH:39]([C:40]4[CH:45]=[CH:44][CH:43]=[C:42]([F:46])[C:41]=4[F:47])[C:38]([CH2:48][CH3:49])=[C:37]([OH:50])[C:36]3=[O:51])[CH:33]=[CH:34][C:29]=2[N:28]=[CH:27]1, predict the reaction product. The product is: [NH:26]1[C:30]2[CH:31]=[C:32]([N:35]3[CH:39]([C:40]4[CH:45]=[CH:44][CH:43]=[C:42]([F:46])[C:41]=4[F:47])[C:38]([CH2:48][CH3:49])=[C:37]([O:50][CH3:3])[C:36]3=[O:51])[CH:33]=[CH:34][C:29]=2[N:28]=[CH:27]1. (2) The product is: [CH:1]1([CH2:4][O:5][C:6]2[CH:11]=[CH:10][C:9]([C:12]3[O:13][C:14]4[CH:20]=[C:19]([O:21][CH2:22][C@@H:23]([NH:25][C:26]([NH:35][CH3:34])=[O:32])[CH3:24])[CH:18]=[CH:17][C:15]=4[N:16]=3)=[CH:8][C:7]=2[F:33])[CH2:3][CH2:2]1. Given the reactants [CH:1]1([CH2:4][O:5][C:6]2[CH:11]=[CH:10][C:9]([C:12]3[O:13][C:14]4[CH:20]=[C:19]([O:21][CH2:22][C@@H:23]([NH:25][C:26](=[O:32])OC(C)(C)C)[CH3:24])[CH:18]=[CH:17][C:15]=4[N:16]=3)=[CH:8][C:7]=2[F:33])[CH2:3][CH2:2]1.[CH3:34][N:35]=C=O, predict the reaction product. (3) The product is: [CH2:1]([N:8]1[CH:12]=[C:11]([C:13]2[CH:14]=[C:15]([C:16]([O:18][CH2:19][CH3:20])=[O:17])[NH:27][N:26]=2)[N:10]=[CH:9]1)[C:2]1[CH:7]=[CH:6][CH:5]=[CH:4][CH:3]=1. Given the reactants [CH2:1]([N:8]1[CH:12]=[C:11]([C:13](=O)/[CH:14]=[C:15](\[O-])/[C:16]([O:18][CH2:19][CH3:20])=[O:17])[N:10]=[CH:9]1)[C:2]1[CH:7]=[CH:6][CH:5]=[CH:4][CH:3]=1.[Li+].Cl.Cl.[NH2:26][NH2:27], predict the reaction product. (4) The product is: [F:22][C:23]1[CH:24]=[CH:25][C:26]([CH2:27][O:28][CH2:29][C:30]([NH:32][CH2:33][CH2:34][CH2:35][CH2:36][CH2:37][C:38]2[N:39]=[C:40]([CH:43]=[O:44])[S:41][CH:42]=2)=[O:31])=[CH:45][CH:46]=1. Given the reactants [Cr](O[Cr]([O-])(=O)=O)([O-])(=O)=O.[NH+]1C=CC=CC=1.[NH+]1C=CC=CC=1.[F:22][C:23]1[CH:46]=[CH:45][C:26]([CH2:27][O:28][CH2:29][C:30]([NH:32][CH2:33][CH2:34][CH2:35][CH2:36][CH2:37][C:38]2[N:39]=[C:40]([CH2:43][OH:44])[S:41][CH:42]=2)=[O:31])=[CH:25][CH:24]=1, predict the reaction product. (5) Given the reactants Br[C:2]1[N:7]=[C:6]([O:8][C:9]2[CH:14]=[CH:13][C:12]([F:15])=[C:11]([C:16]([F:19])([F:18])[F:17])[CH:10]=2)[C:5]([NH2:20])=[C:4]([O:21][C:22]2[CH:27]=[CH:26][C:25]([F:28])=[C:24]([C:29]([F:32])([F:31])[F:30])[CH:23]=2)[N:3]=1.[CH3:33][N:34]([C:36]1[CH:37]=[C:38](B(O)O)[CH:39]=[CH:40][CH:41]=1)[CH3:35].[O-]P([O-])([O-])=O.[K+].[K+].[K+], predict the reaction product. The product is: [CH3:33][N:34]([CH3:35])[C:36]1[CH:41]=[C:40]([C:2]2[N:7]=[C:6]([O:8][C:9]3[CH:14]=[CH:13][C:12]([F:15])=[C:11]([C:16]([F:19])([F:18])[F:17])[CH:10]=3)[C:5]([NH2:20])=[C:4]([O:21][C:22]3[CH:27]=[CH:26][C:25]([F:28])=[C:24]([C:29]([F:32])([F:31])[F:30])[CH:23]=3)[N:3]=2)[CH:39]=[CH:38][CH:37]=1.